Task: Predict the product of the given reaction.. Dataset: Forward reaction prediction with 1.9M reactions from USPTO patents (1976-2016) (1) Given the reactants [Br:1][CH2:2][C:3]1[CH:8]=[CH:7][C:6]([S:9]([CH3:12])(=[O:11])=[O:10])=[CH:5][C:4]=1[Cl:13].[CH2:14](S([O-])=O)C.[Na+], predict the reaction product. The product is: [Br:1][CH2:2][C:3]1[CH:8]=[CH:7][C:6]([S:9]([CH2:12][CH3:14])(=[O:11])=[O:10])=[CH:5][C:4]=1[Cl:13]. (2) The product is: [Br:13][C:14]1[C:23]2[C:18](=[CH:19][C:20]([C:27]3[CH:28]=[C:29]([CH:33]=[CH:34][C:26]=3[CH3:25])[C:30]([NH2:32])=[O:31])=[CH:21][CH:22]=2)[CH:17]=[N:16][CH:15]=1. Given the reactants C(=O)([O-])[O-].[Na+].[Na+].COCCOC.[Br:13][C:14]1[C:23]2[C:18](=[CH:19][C:20](Br)=[CH:21][CH:22]=2)[CH:17]=[N:16][CH:15]=1.[CH3:25][C:26]1[CH:34]=[CH:33][C:29]([C:30]([NH2:32])=[O:31])=[CH:28][C:27]=1B1OC(C)(C)C(C)(C)O1, predict the reaction product. (3) The product is: [F:1][C:2]1[CH:7]=[CH:6][C:5]([O:8][CH3:9])=[C:4]([NH2:10])[CH:3]=1. Given the reactants [F:1][C:2]1[CH:7]=[CH:6][C:5]([O:8][CH3:9])=[C:4]([N+:10]([O-])=O)[CH:3]=1, predict the reaction product. (4) The product is: [Cl:1][C:2]1[C:3]([CH2:26][O:27][C:28](=[O:39])[CH2:29][CH2:30][C:32]([OH:34])=[O:33])=[CH:4][C:5]([CH2:8][N:9]2[C:13]([CH3:14])=[C:12]([C:15]3[CH:20]=[CH:19][C:18]([C:21]#[N:22])=[CH:17][CH:16]=3)[C:11]([C:23]#[N:24])=[C:10]2[CH3:25])=[CH:6][N:7]=1. Given the reactants [Cl:1][C:2]1[N:7]=[CH:6][C:5]([CH2:8][N:9]2[C:13]([CH3:14])=[C:12]([C:15]3[CH:20]=[CH:19][C:18]([C:21]#[N:22])=[CH:17][CH:16]=3)[C:11]([C:23]#[N:24])=[C:10]2[CH3:25])=[CH:4][C:3]=1[CH2:26][OH:27].[C:28](O)(=[O:39])[CH2:29][C:30](CC(O)=O)([C:32]([OH:34])=[O:33])O, predict the reaction product. (5) Given the reactants [C:1]([C:3]1[CH:11]=[CH:10][CH:9]=[C:8]2[C:4]=1[CH:5]=[CH:6][NH:7]2)#[N:2].C(N(C(C)C)CC)(C)C.[C:21]1([CH3:31])[CH:26]=[CH:25][C:24]([S:27](Cl)(=[O:29])=[O:28])=[CH:23][CH:22]=1, predict the reaction product. The product is: [S:27]([N:7]1[C:8]2[CH:9]=[CH:10][CH:11]=[C:3]([C:1]#[N:2])[C:4]=2[CH:5]=[CH:6]1)([C:24]1[CH:25]=[CH:26][C:21]([CH3:31])=[CH:22][CH:23]=1)(=[O:29])=[O:28]. (6) Given the reactants [CH2:1]([O:8][C:9]([N:11]1[CH2:15][CH:14]([OH:16])[CH2:13][CH:12]1[CH2:17][C:18]1[C:26]2[C:21](=[N:22][CH:23]=[CH:24][CH:25]=2)[NH:20][CH:19]=1)=[O:10])[C:2]1[CH:7]=[CH:6][CH:5]=[CH:4][CH:3]=1.[N+:27]([C:30]1[CH:38]=[CH:37][C:33]([C:34](O)=[O:35])=[CH:32][CH:31]=1)([O-:29])=[O:28].C1C=CC(P(C2C=CC=CC=2)C2C=CC=CC=2)=CC=1.CC(OC(/N=N/C(OC(C)C)=O)=O)C, predict the reaction product. The product is: [CH2:1]([O:8][C:9]([N:11]1[CH2:15][CH:14]([O:16][C:34](=[O:35])[C:33]2[CH:32]=[CH:31][C:30]([N+:27]([O-:29])=[O:28])=[CH:38][CH:37]=2)[CH2:13][CH:12]1[CH2:17][C:18]1[C:26]2[C:21](=[N:22][CH:23]=[CH:24][CH:25]=2)[NH:20][CH:19]=1)=[O:10])[C:2]1[CH:3]=[CH:4][CH:5]=[CH:6][CH:7]=1.